From a dataset of NCI-60 drug combinations with 297,098 pairs across 59 cell lines. Regression. Given two drug SMILES strings and cell line genomic features, predict the synergy score measuring deviation from expected non-interaction effect. (1) Drug 1: C1=CC(=CC=C1C#N)C(C2=CC=C(C=C2)C#N)N3C=NC=N3. Drug 2: COC1=NC(=NC2=C1N=CN2C3C(C(C(O3)CO)O)O)N. Cell line: SW-620. Synergy scores: CSS=-1.66, Synergy_ZIP=0.877, Synergy_Bliss=0.297, Synergy_Loewe=-1.89, Synergy_HSA=-1.86. (2) Drug 1: C1=CC(=C2C(=C1NCCNCCO)C(=O)C3=C(C=CC(=C3C2=O)O)O)NCCNCCO. Drug 2: CC1=C(C=C(C=C1)C(=O)NC2=CC(=CC(=C2)C(F)(F)F)N3C=C(N=C3)C)NC4=NC=CC(=N4)C5=CN=CC=C5. Cell line: CCRF-CEM. Synergy scores: CSS=71.3, Synergy_ZIP=6.31, Synergy_Bliss=6.76, Synergy_Loewe=-21.3, Synergy_HSA=4.52. (3) Drug 1: CC12CCC(CC1=CCC3C2CCC4(C3CC=C4C5=CN=CC=C5)C)O. Drug 2: C#CCC(CC1=CN=C2C(=N1)C(=NC(=N2)N)N)C3=CC=C(C=C3)C(=O)NC(CCC(=O)O)C(=O)O. Cell line: SR. Synergy scores: CSS=25.1, Synergy_ZIP=-9.35, Synergy_Bliss=-9.97, Synergy_Loewe=-23.1, Synergy_HSA=-7.48. (4) Drug 1: CC1C(C(CC(O1)OC2CC(CC3=C2C(=C4C(=C3O)C(=O)C5=C(C4=O)C(=CC=C5)OC)O)(C(=O)CO)O)N)O.Cl. Drug 2: COC1=CC(=CC(=C1O)OC)C2C3C(COC3=O)C(C4=CC5=C(C=C24)OCO5)OC6C(C(C7C(O6)COC(O7)C8=CC=CS8)O)O. Cell line: 786-0. Synergy scores: CSS=61.4, Synergy_ZIP=-1.92, Synergy_Bliss=-0.625, Synergy_Loewe=-1.92, Synergy_HSA=1.14. (5) Drug 1: C1CCC(C1)C(CC#N)N2C=C(C=N2)C3=C4C=CNC4=NC=N3. Drug 2: C1C(C(OC1N2C=NC3=C(N=C(N=C32)Cl)N)CO)O. Cell line: SK-MEL-5. Synergy scores: CSS=-15.2, Synergy_ZIP=9.27, Synergy_Bliss=0.884, Synergy_Loewe=-19.2, Synergy_HSA=-17.5.